From a dataset of Peptide-MHC class II binding affinity with 134,281 pairs from IEDB. Regression. Given a peptide amino acid sequence and an MHC pseudo amino acid sequence, predict their binding affinity value. This is MHC class II binding data. (1) The peptide sequence is AGELQIIDKIDAAFK. The MHC is DRB1_0101 with pseudo-sequence DRB1_0101. The binding affinity (normalized) is 0.257. (2) The peptide sequence is VLDLHPGAGKTRRILPQI. The MHC is DRB5_0101 with pseudo-sequence DRB5_0101. The binding affinity (normalized) is 0.175.